Task: Predict the reactants needed to synthesize the given product.. Dataset: Full USPTO retrosynthesis dataset with 1.9M reactions from patents (1976-2016) (1) Given the product [Br:1][C:2]1[CH:3]=[CH:4][C:5]([C:8]([NH:37][CH2:36][CH2:35][N:34]([CH3:38])[CH3:33])=[O:10])=[CH:6][CH:7]=1, predict the reactants needed to synthesize it. The reactants are: [Br:1][C:2]1[CH:7]=[CH:6][C:5]([C:8]([OH:10])=O)=[CH:4][CH:3]=1.ON1C2C=CC=CC=2N=N1.Cl.C(N=C=NCCCN(C)C)C.[CH3:33][N:34]([CH3:38])[CH2:35][CH2:36][NH2:37].C(=O)([O-])O.[Na+]. (2) The reactants are: CS(O[CH2:6][C:7]1[N:19]=[C:18]2[N:9]([C:10]([NH:25][CH2:26][C:27]3[CH:32]=[CH:31][C:30]([O:33][CH3:34])=[CH:29][C:28]=3[O:35][CH3:36])=[N:11][C:12]3[C:17]2=[CH:16][CH:15]=[C:14]2[O:20][C:21]([F:24])([F:23])[O:22][C:13]=32)[N:8]=1)(=O)=O.[NH:37]1[CH:41]=[CH:40][CH:39]=[N:38]1.C(=O)([O-])[O-].[K+].[K+].[I-].[K+]. Given the product [N:37]1([CH2:6][C:7]2[N:19]=[C:18]3[N:9]([C:10]([NH:25][CH2:26][C:27]4[CH:32]=[CH:31][C:30]([O:33][CH3:34])=[CH:29][C:28]=4[O:35][CH3:36])=[N:11][C:12]4[C:17]3=[CH:16][CH:15]=[C:14]3[O:20][C:21]([F:24])([F:23])[O:22][C:13]=43)[N:8]=2)[CH:41]=[CH:40][CH:39]=[N:38]1, predict the reactants needed to synthesize it. (3) Given the product [CH2:1]([O:3][C:4]([C:6]1([CH3:35])[CH2:11][CH2:10][N:9]([C:12]2[N:17]=[CH:16][C:15]([C:18]3[CH:19]=[C:20]([CH2:33][CH3:34])[C:21]4[S:25][C:24]([NH:26][C:27]([NH:29][CH2:30][CH3:31])=[O:28])=[N:23][C:22]=4[CH:32]=3)=[CH:14][N:13]=2)[CH2:8][CH2:7]1)=[O:5])[CH3:2], predict the reactants needed to synthesize it. The reactants are: [CH2:1]([O:3][C:4]([C:6]1([CH3:35])[CH2:11][CH2:10][N:9]([C:12]2[N:17]=[CH:16][C:15]([C:18]3[CH:19]=[C:20]([CH:33]=[CH2:34])[C:21]4[S:25][C:24]([NH:26][C:27]([NH:29][CH2:30][CH3:31])=[O:28])=[N:23][C:22]=4[CH:32]=3)=[CH:14][N:13]=2)[CH2:8][CH2:7]1)=[O:5])[CH3:2].C1COCC1.C(O)(=O)C.C([O-])=O.[NH4+]. (4) Given the product [ClH:1].[CH3:42][O:41][CH2:40][CH2:39][O:38][CH2:37][CH2:36][O:2][C:3]1[CH:4]=[C:5]([CH:31]=[C:32]([F:34])[CH:33]=1)[CH2:6][C@H:7]([NH:27][C:28](=[O:30])[CH3:29])[C@H:8]([OH:26])[CH2:9][NH:10][C:11]1([C:17]2[CH:22]=[CH:21][CH:20]=[C:19]([CH:23]([CH3:25])[CH3:24])[CH:18]=2)[CH2:16][CH2:15][CH2:14][CH2:13][CH2:12]1, predict the reactants needed to synthesize it. The reactants are: [ClH:1].[OH:2][C:3]1[CH:4]=[C:5]([CH:31]=[C:32]([F:34])[CH:33]=1)[CH2:6][C@H:7]([NH:27][C:28](=[O:30])[CH3:29])[C@H:8]([OH:26])[CH2:9][NH:10][C:11]1([C:17]2[CH:22]=[CH:21][CH:20]=[C:19]([CH:23]([CH3:25])[CH3:24])[CH:18]=2)[CH2:16][CH2:15][CH2:14][CH2:13][CH2:12]1.Br[CH2:36][CH2:37][O:38][CH2:39][CH2:40][O:41][CH3:42]. (5) Given the product [Cl:1][C:2]([Cl:6])([Cl:5])[C:3]([NH:4][C:21]([CH3:20])([CH3:16])[CH2:34][C:28]1[CH:33]=[C:32]([CH2:36][C:35]([OH:38])=[O:37])[CH:31]=[CH:30][CH:29]=1)=[O:24], predict the reactants needed to synthesize it. The reactants are: [Cl:1][C:2]([Cl:6])([Cl:5])[C:3]#[N:4].Cl.NCC1C=C([C:16]2[CH:21]=[CH:20]C(O)=CC=2)C=CC=1.S(=O)(=O)(O)[OH:24].[C:28]1([CH3:34])[CH:33]=[CH:32][CH:31]=[CH:30][CH:29]=1.[C:35]([OH:38])(=[O:37])[CH3:36]. (6) Given the product [CH:1]1[C:11]2[CH2:10][C:9]3([CH2:15][CH2:14][CH:13]([N:16]4[CH2:17][CH:18]=[C:19]([C:22]([OH:24])=[O:23])[CH2:20][CH2:21]4)[CH2:12]3)[C:8]3[CH:26]=[CH:27][CH:28]=[CH:29][C:7]=3[CH2:6][C:5]=2[CH:4]=[CH:3][CH:2]=1, predict the reactants needed to synthesize it. The reactants are: [CH:1]1[C:11]2[CH2:10][C:9]3([CH2:15][CH2:14][CH:13]([N:16]4[CH2:21][CH:20]=[C:19]([C:22]([O:24]C)=[O:23])[CH2:18][CH2:17]4)[CH2:12]3)[C:8]3[CH:26]=[CH:27][CH:28]=[CH:29][C:7]=3[CH2:6][C:5]=2[CH:4]=[CH:3][CH:2]=1.O.[OH-].[Li+].